This data is from Full USPTO retrosynthesis dataset with 1.9M reactions from patents (1976-2016). The task is: Predict the reactants needed to synthesize the given product. Given the product [CH2:20]([C:2]1([OH:1])[CH2:6][CH2:5][CH2:4][CH:3]1[C:7]([O:9][CH2:10][C:11]1[CH:16]=[CH:15][CH:14]=[CH:13][CH:12]=1)=[O:8])[CH:19]=[CH2:18], predict the reactants needed to synthesize it. The reactants are: [O:1]=[C:2]1[CH2:6][CH2:5][CH2:4][CH:3]1[C:7]([O:9][CH2:10][C:11]1[CH:16]=[CH:15][CH:14]=[CH:13][CH:12]=1)=[O:8].Br[CH2:18][CH:19]=[CH2:20].[In].